From a dataset of Forward reaction prediction with 1.9M reactions from USPTO patents (1976-2016). Predict the product of the given reaction. (1) Given the reactants [NH:1]1[CH2:5][C:4](=[O:6])[NH:3][C:2]1=[O:7].C([O-])([O-])=O.[Cs+].[Cs+].[CH3:14][O:15][C:16]1[CH:23]=[CH:22][C:19]([CH2:20]Cl)=[CH:18][CH:17]=1, predict the reaction product. The product is: [CH3:14][O:15][C:16]1[CH:23]=[CH:22][C:19]([CH2:20][N:1]2[CH2:5][C:4](=[O:6])[NH:3][C:2]2=[O:7])=[CH:18][CH:17]=1. (2) Given the reactants Cl.[NH2:2][CH2:3][C:4]([NH:6][CH:7]([C:14]1[CH:19]=[CH:18][C:17]([Cl:20])=[CH:16][CH:15]=1)[C:8]1[CH:13]=[CH:12][CH:11]=[CH:10][CH:9]=1)=[O:5].[N+:21]([C:24]1[S:28][C:27]([C:29](O)=[O:30])=[CH:26][CH:25]=1)([O-:23])=[O:22], predict the reaction product. The product is: [Cl:20][C:17]1[CH:18]=[CH:19][C:14]([CH:7]([NH:6][C:4]([CH2:3][NH:2][C:29]([C:27]2[S:28][C:24]([N+:21]([O-:23])=[O:22])=[CH:25][CH:26]=2)=[O:30])=[O:5])[C:8]2[CH:13]=[CH:12][CH:11]=[CH:10][CH:9]=2)=[CH:15][CH:16]=1. (3) Given the reactants [F:1][C:2]1[N:7]=[CH:6][C:5]([NH2:8])=[CH:4][CH:3]=1.[C:9]([S-:11])#[N:10].[K+].BrBr.O, predict the reaction product. The product is: [F:1][C:2]1[N:7]=[C:6]2[S:11][C:9]([NH2:10])=[N:8][C:5]2=[CH:4][CH:3]=1.